Dataset: Full USPTO retrosynthesis dataset with 1.9M reactions from patents (1976-2016). Task: Predict the reactants needed to synthesize the given product. Given the product [CH3:7][O:8][CH2:9][CH2:10][NH:11][CH:1]1[CH2:5][CH2:4][CH2:3][CH2:2]1, predict the reactants needed to synthesize it. The reactants are: [C:1]1(=O)[CH2:5][CH2:4][CH2:3][CH2:2]1.[CH3:7][O:8][CH2:9][CH2:10][NH2:11].C(O[BH-](OC(=O)C)OC(=O)C)(=O)C.[Na+].CC(O)=O.